Task: Regression. Given two drug SMILES strings and cell line genomic features, predict the synergy score measuring deviation from expected non-interaction effect.. Dataset: NCI-60 drug combinations with 297,098 pairs across 59 cell lines Drug 1: CC1C(C(CC(O1)OC2CC(OC(C2O)C)OC3=CC4=CC5=C(C(=O)C(C(C5)C(C(=O)C(C(C)O)O)OC)OC6CC(C(C(O6)C)O)OC7CC(C(C(O7)C)O)OC8CC(C(C(O8)C)O)(C)O)C(=C4C(=C3C)O)O)O)O. Drug 2: CCCCCOC(=O)NC1=NC(=O)N(C=C1F)C2C(C(C(O2)C)O)O. Cell line: HCC-2998. Synergy scores: CSS=48.5, Synergy_ZIP=0.0247, Synergy_Bliss=-2.18, Synergy_Loewe=-21.5, Synergy_HSA=-3.75.